From a dataset of Full USPTO retrosynthesis dataset with 1.9M reactions from patents (1976-2016). Predict the reactants needed to synthesize the given product. (1) Given the product [Cl:21][C:15]1[CH:16]=[C:17]([Cl:20])[CH:18]=[CH:19][C:14]=1[C:13]1[N:9]2[N:8]=[C:7]([CH2:23][CH3:24])[C:6]([C:4]([OH:5])=[O:3])=[C:10]2[O:11][C:12]=1[CH3:22], predict the reactants needed to synthesize it. The reactants are: C([O:3][C:4]([C:6]1[C:7]([CH2:23][CH3:24])=[N:8][N:9]2[C:13]([C:14]3[CH:19]=[CH:18][C:17]([Cl:20])=[CH:16][C:15]=3[Cl:21])=[C:12]([CH3:22])[O:11][C:10]=12)=[O:5])C.O.[OH-].[Li+].CO.O. (2) Given the product [OH:4][CH2:3][C@@H:2]([NH:1][C:18]([O:17][CH2:16][CH2:15][O:14][C:8](=[O:13])[CH2:9][CH2:10][CH2:11][CH3:12])=[O:19])[C:5]([OH:7])=[O:6], predict the reactants needed to synthesize it. The reactants are: [NH2:1][C@@H:2]([C:5]([OH:7])=[O:6])[CH2:3][OH:4].[C:8]([O:14][CH2:15][CH2:16][O:17][C:18](ON1C(=O)CCC1=O)=[O:19])(=[O:13])[CH2:9][CH2:10][CH2:11][CH3:12]. (3) Given the product [NH2:21][C:22]([CH3:14])([CH2:27][N:8]1[N:7]=[C:6]2[C:5]([Cl:11])=[CH:4][C:3]([Cl:12])=[C:2]([Br:1])[C:10]2=[N:9]1)[C:18]#[N:19], predict the reactants needed to synthesize it. The reactants are: [Br:1][C:2]1[C:10]2[N:9]=[N:8][NH:7][C:6]=2[C:5]([Cl:11])=[CH:4][C:3]=1[Cl:12].Br[C:14]1[C:22]2[N:21]=N[NH:19][C:18]=2C(Cl)=C(Br)C=1Cl.Cl[C:27]1C=C(Cl)C2NN=NC=2C=1. (4) Given the product [Cl:12][C:10]1[C:9]([CH3:13])=[CH:8][N:7]=[C:6]([CH2:5][OH:4])[CH:11]=1, predict the reactants needed to synthesize it. The reactants are: C([O:4][CH2:5][C:6]1[CH:11]=[C:10]([Cl:12])[C:9]([CH3:13])=[CH:8][N:7]=1)(=O)C.O.[OH-].[Li+]. (5) Given the product [CH3:12][O:1][C:2]1[CH:7]=[C:6]([CH3:8])[NH:5][C:4](=[O:9])[C:3]=1[C:10]#[N:11], predict the reactants needed to synthesize it. The reactants are: [OH:1][C:2]1[CH:7]=[C:6]([CH3:8])[NH:5][C:4](=[O:9])[C:3]=1[C:10]#[N:11].[CH3:12]C([O-])(C)C.[K+].CI. (6) Given the product [F:1][C:2]1[CH:3]=[CH:4][C:5]([CH3:41])=[C:6]([CH:40]=1)[O:7][CH2:8][C:9]1[C:10]([C:23]2[CH:28]=[CH:27][C:26]([N:29]([CH3:42])[C:30]([C:32]3[CH:37]=[CH:36][N:35]=[CH:34][CH:33]=3)=[O:31])=[CH:25][C:24]=2[O:38][CH3:39])=[CH:11][CH:12]=[C:13]2[C:18]=1[N:17]([CH3:19])[C:16](=[O:20])[C:15]([CH3:22])([CH3:21])[NH:14]2, predict the reactants needed to synthesize it. The reactants are: [F:1][C:2]1[CH:3]=[CH:4][C:5]([CH3:41])=[C:6]([CH:40]=1)[O:7][CH2:8][C:9]1[C:10]([C:23]2[CH:28]=[CH:27][C:26]([NH:29][C:30]([C:32]3[CH:37]=[CH:36][N:35]=[CH:34][CH:33]=3)=[O:31])=[CH:25][C:24]=2[O:38][CH3:39])=[CH:11][CH:12]=[C:13]2[C:18]=1[N:17]([CH3:19])[C:16](=[O:20])[C:15]([CH3:22])([CH3:21])[NH:14]2.[C:42](=O)([O-])[O-].CI.